Dataset: Full USPTO retrosynthesis dataset with 1.9M reactions from patents (1976-2016). Task: Predict the reactants needed to synthesize the given product. (1) Given the product [O:26]1[CH2:17][CH:16]1[CH2:15][CH2:14][CH2:13][CH2:12][CH2:11][CH2:10][CH2:9][O:8][C:2]([CH3:1])([CH3:7])[C:3]([O:5][CH3:6])=[O:4], predict the reactants needed to synthesize it. The reactants are: [CH3:1][C:2]([O:8][CH2:9][CH2:10][CH2:11][CH2:12][CH2:13][CH2:14][CH2:15][CH:16]=[CH2:17])([CH3:7])[C:3]([O:5][CH3:6])=[O:4].ClC1C=CC=C(C(OO)=[O:26])C=1. (2) Given the product [NH2:19][C:9]1[N:8]=[CH:7][C:6]([C:4]([O:3][CH3:2])=[O:5])=[CH:11][C:10]=1[O:12][C@@H:13]1[C@@H:17]([CH3:18])[CH2:16][N:15]([C:30](=[O:31])[CH2:29][C:26]2[CH:27]=[CH:28][C:23]([O:22][C:21]([F:33])([F:20])[F:34])=[CH:24][CH:25]=2)[CH2:14]1, predict the reactants needed to synthesize it. The reactants are: Cl.[CH3:2][O:3][C:4]([C:6]1[CH:7]=[N:8][C:9]([NH2:19])=[C:10]([O:12][C@@H:13]2[C@@H:17]([CH3:18])[CH2:16][NH:15][CH2:14]2)[CH:11]=1)=[O:5].[F:20][C:21]([F:34])([F:33])[O:22][C:23]1[CH:28]=[CH:27][C:26]([CH2:29][C:30](O)=[O:31])=[CH:25][CH:24]=1. (3) Given the product [NH2:1][C:2]1[N:3]=[CH:4][C:5]([Br:10])=[CH:6][C:7]=1[CH:8]=[O:9], predict the reactants needed to synthesize it. The reactants are: [NH2:1][C:2]1[C:7]([CH:8]=[O:9])=[CH:6][CH:5]=[CH:4][N:3]=1.[Br:10]Br. (4) Given the product [CH3:12][C:8]1([CH3:13])[CH2:9][CH2:10][CH2:11][N:5]([C:3](=[O:4])[CH2:2][N:21]2[CH2:25][CH2:24][CH2:23][CH2:22]2)[C:6]2[CH:17]=[C:16]([N+:18]([O-:20])=[O:19])[CH:15]=[CH:14][C:7]1=2, predict the reactants needed to synthesize it. The reactants are: Cl[CH2:2][C:3]([N:5]1[CH2:11][CH2:10][CH2:9][C:8]([CH3:13])([CH3:12])[C:7]2[CH:14]=[CH:15][C:16]([N+:18]([O-:20])=[O:19])=[CH:17][C:6]1=2)=[O:4].[NH:21]1[CH2:25][CH2:24][CH2:23][CH2:22]1.CN(C)C=O. (5) Given the product [CH3:19][O:18][C:9]1[CH:8]=[C:7]([C:6]2[N:5]=[CH:4][N:22]=[C:21]([C:24]3[C:25]([C:31]([F:32])([F:34])[F:33])=[N+:26]([O-:30])[CH:27]=[CH:28][CH:29]=3)[N:23]=2)[CH:12]=[C:11]([N+:13]([O-:15])=[O:14])[C:10]=1[O:16][CH3:17], predict the reactants needed to synthesize it. The reactants are: CN(/[CH:4]=[N:5]/[C:6](=O)[C:7]1[CH:12]=[C:11]([N+:13]([O-:15])=[O:14])[C:10]([O:16][CH3:17])=[C:9]([O:18][CH3:19])[CH:8]=1)C.[C:21]([C:24]1[C:25]([C:31]([F:34])([F:33])[F:32])=[N+:26]([O-:30])[CH:27]=[CH:28][CH:29]=1)(=[NH:23])[NH2:22]. (6) Given the product [Cl:1][C:2]1[N:3]([CH2:13][C@:11]([OH:12])([CH3:10])[CH2:14][N:15]2[CH2:20][CH2:19][N:18]([C:21]([O:23][C:24]([CH3:27])([CH3:26])[CH3:25])=[O:22])[CH2:17][CH2:16]2)[CH:4]=[C:5]([N+:7]([O-:9])=[O:8])[N:6]=1, predict the reactants needed to synthesize it. The reactants are: [Cl:1][C:2]1[NH:3][CH:4]=[C:5]([N+:7]([O-:9])=[O:8])[N:6]=1.[CH3:10][C@:11]1([CH2:14][N:15]2[CH2:20][CH2:19][N:18]([C:21]([O:23][C:24]([CH3:27])([CH3:26])[CH3:25])=[O:22])[CH2:17][CH2:16]2)[CH2:13][O:12]1.C(=O)([O-])O.[Na+].